The task is: Predict the product of the given reaction.. This data is from Forward reaction prediction with 1.9M reactions from USPTO patents (1976-2016). (1) Given the reactants [C:1]([C:9]1[CH:10]=[N:11][C:12]2[C:17]([C:18]=1[C:19]1[CH:20]=[C:21]([NH:25][CH2:26][C:27]3[CH:32]=[CH:31][C:30]([CH2:33][C:34]([OH:36])=[O:35])=[CH:29][CH:28]=3)[CH:22]=[CH:23][CH:24]=1)=[CH:16][CH:15]=[CH:14][C:13]=2[CH3:37])(=[O:8])[C:2]1[CH:7]=[CH:6][CH:5]=[CH:4][CH:3]=1.[CH2:38](Br)[C:39]1[CH:44]=[CH:43][CH:42]=[CH:41][CH:40]=1.C(=O)([O-])[O-].[Cs+].[Cs+], predict the reaction product. The product is: [C:1]([C:9]1[CH:10]=[N:11][C:12]2[C:17]([C:18]=1[C:19]1[CH:20]=[C:21]([NH:25][CH2:26][C:27]3[CH:32]=[CH:31][C:30]([CH:33]([CH2:38][C:39]4[CH:44]=[CH:43][CH:42]=[CH:41][CH:40]=4)[C:34]([OH:36])=[O:35])=[CH:29][CH:28]=3)[CH:22]=[CH:23][CH:24]=1)=[CH:16][CH:15]=[CH:14][C:13]=2[CH3:37])(=[O:8])[C:2]1[CH:7]=[CH:6][CH:5]=[CH:4][CH:3]=1. (2) Given the reactants [CH2:1]([O:3][C:4]([C:6]1[N:10]([CH2:11][C:12]2[CH:17]=[CH:16][C:15]([C:18]3[CH:23]=[CH:22][CH:21]=[CH:20][C:19]=3[C:24]3[N:28]([C:29]([C:42]4[CH:47]=[CH:46][CH:45]=[CH:44][CH:43]=4)([C:36]4[CH:41]=[CH:40][CH:39]=[CH:38][CH:37]=4)[C:30]4[CH:35]=[CH:34][CH:33]=[CH:32][CH:31]=4)[N:27]=[N:26][N:25]=3)=[CH:14][CH:13]=2)[C:9]([CH2:48][CH2:49][CH3:50])=[N:8][C:7]=1[CH2:51][S:52][C:53]1[N:58]=[C:57]([NH:59][CH3:60])[C:56]([N+:61]([O-])=O)=[CH:55][CH:54]=1)=[O:5])[CH3:2].CO, predict the reaction product. The product is: [CH2:1]([O:3][C:4]([C:6]1[N:10]([CH2:11][C:12]2[CH:13]=[CH:14][C:15]([C:18]3[CH:23]=[CH:22][CH:21]=[CH:20][C:19]=3[C:24]3[N:28]([C:29]([C:42]4[CH:43]=[CH:44][CH:45]=[CH:46][CH:47]=4)([C:36]4[CH:41]=[CH:40][CH:39]=[CH:38][CH:37]=4)[C:30]4[CH:35]=[CH:34][CH:33]=[CH:32][CH:31]=4)[N:27]=[N:26][N:25]=3)=[CH:16][CH:17]=2)[C:9]([CH2:48][CH2:49][CH3:50])=[N:8][C:7]=1[CH2:51][S:52][C:53]1[N:58]=[C:57]([NH:59][CH3:60])[C:56]([NH2:61])=[CH:55][CH:54]=1)=[O:5])[CH3:2]. (3) Given the reactants [CH2:1]([S:9](Cl)(=[O:11])=[O:10])[CH2:2][CH2:3][CH2:4][CH2:5][CH2:6][CH2:7][CH3:8].[OH:13][C@:14]([CH3:50])([CH2:48][OH:49])[C:15](=[O:47])[C@@H:16]([NH:24][C:25](=[O:46])[C@@H:26]([NH:30][C:31](=[O:45])[C@@H:32]([NH:36][C:37]([C:39]1[S:43][C:42]([CH3:44])=[N:41][CH:40]=1)=[O:38])[CH2:33][O:34][CH3:35])[CH2:27][O:28][CH3:29])[CH2:17][C:18]1[CH:23]=[CH:22][CH:21]=[CH:20][CH:19]=1, predict the reaction product. The product is: [CH2:1]([S:9]([O:49][CH2:48][C@:14]([OH:13])([CH3:50])[C:15](=[O:47])[C@@H:16]([NH:24][C:25](=[O:46])[C@@H:26]([NH:30][C:31](=[O:45])[C@@H:32]([NH:36][C:37]([C:39]1[S:43][C:42]([CH3:44])=[N:41][CH:40]=1)=[O:38])[CH2:33][O:34][CH3:35])[CH2:27][O:28][CH3:29])[CH2:17][C:18]1[CH:23]=[CH:22][CH:21]=[CH:20][CH:19]=1)(=[O:11])=[O:10])[CH2:2][CH2:3][CH2:4][CH2:5][CH2:6][CH2:7][CH3:8]. (4) The product is: [CH2:16]([N:18]([C:11](=[O:15])[NH:10][S:7]([C:1]1[CH:2]=[CH:3][CH:4]=[CH:5][CH:6]=1)(=[O:8])=[O:9])[NH:19][C:20]([O:22][CH2:23][C:24]1[CH:29]=[CH:28][CH:27]=[CH:26][CH:25]=1)=[O:21])[CH3:17]. Given the reactants [C:1]1([S:7]([NH:10][C:11](=[O:15])OCC)(=[O:9])=[O:8])[CH:6]=[CH:5][CH:4]=[CH:3][CH:2]=1.[CH2:16]([NH:18][NH:19][C:20]([O:22][CH2:23][C:24]1[CH:29]=[CH:28][CH:27]=[CH:26][CH:25]=1)=[O:21])[CH3:17], predict the reaction product. (5) Given the reactants [CH3:1][CH:2]([CH2:4][CH2:5][CH2:6][C@H:7]([C@@H:9]1[C@:26]2([CH3:27])[C@H:12]([C@H:13]3[C@H:23]([CH2:24][CH2:25]2)[C@:21]2([CH3:22])[C:16]([CH2:17][C@@H:18]([NH:28]CCCNC(=O)CCNC(=O)CCNC(=O)CCCCCNC4C=CC([N+]([O-])=O)=CC=4[N+]([O-])=O)[CH2:19][CH2:20]2)=[CH:15][CH2:14]3)[CH2:11][CH2:10]1)[CH3:8])[CH3:3].Br[CH2:64][CH2:65][CH2:66][CH2:67][C:68]([O:70][CH2:71][CH3:72])=[O:69].C([O-])([O-])=O.[K+].[K+].CC(OC(O[C:87]([O:89][C:90]([CH3:93])([CH3:92])[CH3:91])=[O:88])=O)(C)C.CCN(C(C)C)C(C)C, predict the reaction product. The product is: [C:90]([O:89][C:87]([N:28]([C@H:18]1[CH2:19][CH2:20][C@@:21]2([CH3:22])[C:16](=[CH:15][CH2:14][C@@H:13]3[C@@H:23]2[CH2:24][CH2:25][C@@:26]2([CH3:27])[C@H:12]3[CH2:11][CH2:10][C@@H:9]2[C@H:7]([CH3:8])[CH2:6][CH2:5][CH2:4][CH:2]([CH3:3])[CH3:1])[CH2:17]1)[CH2:64][CH2:65][CH2:66][CH2:67][C:68]([O:70][CH2:71][CH3:72])=[O:69])=[O:88])([CH3:91])([CH3:92])[CH3:93].